Task: Binary Classification. Given a drug SMILES string, predict its activity (active/inactive) in a high-throughput screening assay against a specified biological target.. Dataset: Orexin1 receptor HTS with 218,158 compounds and 233 confirmed actives The result is 0 (inactive). The molecule is Brc1cc(C(=O)NN\C=C2/C=C([N+]([O-])=O)C=C(OC)C2=O)cnc1.